From a dataset of Forward reaction prediction with 1.9M reactions from USPTO patents (1976-2016). Predict the product of the given reaction. (1) Given the reactants C[O:2][C:3]([C:5]1[C:13]2[N:12]=[C:11]([C:14]3[CH:19]=[CH:18][C:17]([Cl:20])=[CH:16][CH:15]=3)[NH:10][C:9]=2[C:8]([OH:21])=[CH:7][CH:6]=1)=[O:4].O[Li].O, predict the reaction product. The product is: [Cl:20][C:17]1[CH:16]=[CH:15][C:14]([C:11]2[NH:10][C:9]3[C:8]([OH:21])=[CH:7][CH:6]=[C:5]([C:3]([OH:4])=[O:2])[C:13]=3[N:12]=2)=[CH:19][CH:18]=1. (2) Given the reactants [CH3:1][C:2]1[CH:3]=[N:4][CH:5]=[CH:6][C:7]=1[C:8]([NH:10][C:11]1[CH:15]=[CH:14][N:13]([CH2:16][C:17]2[CH:22]=[CH:21][C:20]([O:23]C)=[CH:19][C:18]=2[C:25]([F:28])([F:27])[F:26])[N:12]=1)=[O:9].B(Br)(Br)Br, predict the reaction product. The product is: [OH:23][C:20]1[CH:21]=[CH:22][C:17]([CH2:16][N:13]2[CH:14]=[CH:15][C:11]([NH:10][C:8]([C:7]3[CH:6]=[CH:5][N:4]=[CH:3][C:2]=3[CH3:1])=[O:9])=[N:12]2)=[C:18]([C:25]([F:27])([F:28])[F:26])[CH:19]=1.